This data is from Forward reaction prediction with 1.9M reactions from USPTO patents (1976-2016). The task is: Predict the product of the given reaction. Given the reactants [CH:1]1([CH:4]2[CH:13]([C:14](OC)=[O:15])[CH:12]([NH:18][C:19]3[CH:24]=[CH:23][CH:22]=[CH:21][CH:20]=3)[C:11]3[C:6](=[CH:7][CH:8]=[CH:9][CH:10]=3)[NH:5]2)[CH2:3][CH2:2]1.CC(C[AlH]CC(C)C)C.C1(C)C=CC=CC=1.[OH-].[Na+].[O-]S([O-])(=O)=O.[Mg+2], predict the reaction product. The product is: [CH:1]1([C@H:4]2[C@H:13]([CH2:14][OH:15])[C@@H:12]([NH:18][C:19]3[CH:24]=[CH:23][CH:22]=[CH:21][CH:20]=3)[C:11]3[C:6](=[CH:7][CH:8]=[CH:9][CH:10]=3)[NH:5]2)[CH2:2][CH2:3]1.